Dataset: Reaction yield outcomes from USPTO patents with 853,638 reactions. Task: Predict the reaction yield, written as a fraction of the theoretical maximum amount of product (1.0 means a 100% yield; for example, 0.34 means a 34% yield). (1) The reactants are [H-].[H-].[H-].[H-].[Li+].[Al+3].[CH2:7]([NH:25][C:26](=O)[CH2:27][CH2:28][C:29](OC)=O)[CH2:8][CH2:9][CH2:10][CH2:11][CH2:12][CH2:13][CH2:14][CH2:15][CH2:16][CH2:17][CH2:18][CH2:19][CH2:20][CH2:21][CH2:22][CH2:23][CH3:24]. The catalyst is C1COCC1.CCOCC.CO. The product is [CH2:7]([N:25]1[CH2:29][CH2:28][CH2:27][CH2:26]1)[CH2:8][CH2:9][CH2:10][CH2:11][CH2:12][CH2:13][CH2:14][CH2:15][CH2:16][CH2:17][CH2:18][CH2:19][CH2:20][CH2:21][CH2:22][CH2:23][CH3:24]. The yield is 0.710. (2) The reactants are Cl[C:2]1[C:7]([CH2:8][C:9]2[CH:14]=[CH:13][C:12]([C:15]3[C:16]([C:21]#[N:22])=[CH:17][CH:18]=[CH:19][CH:20]=3)=[CH:11][CH:10]=2)=[C:6]([CH2:23][CH2:24][CH3:25])[N:5]=[C:4]([CH3:26])[N:3]=1.[C:27]1([S:33]([NH2:36])(=[O:35])=[O:34])[CH:32]=[CH:31][CH:30]=[CH:29][CH:28]=1.[C:37](=[O:40])([O-])[O-:38].[K+].[K+].C[N:44](C)C(=O)C. The catalyst is C(OCC)(=O)C. The product is [CH3:26][C:4]1[N:3]=[C:2]([NH:36][S:33]([C:27]2[CH:32]=[CH:31][CH:30]=[CH:29][CH:28]=2)(=[O:35])=[O:34])[C:7]([CH2:8][C:9]2[CH:14]=[CH:13][C:12]([C:15]3[CH:20]=[CH:19][CH:18]=[CH:17][C:16]=3[C:21]3[NH:44][C:37](=[O:40])[O:38][N:22]=3)=[CH:11][CH:10]=2)=[C:6]([CH2:23][CH2:24][CH3:25])[N:5]=1. The yield is 0.800. (3) The reactants are [F:1][C:2]1[C:11]2[C:6](=[CH:7][CH:8]=[CH:9][CH:10]=2)[C:5]([O:12][S:13]([C:16]([F:19])([F:18])[F:17])(=[O:15])=[O:14])=[C:4]([C@H:20]([OH:26])[C:21]([O:23][CH2:24][CH3:25])=[O:22])[C:3]=1[CH3:27].Cl(O)(=O)(=O)=O.C([O-])(O)=O.[Na+]. The catalyst is C(OC(C)(C)C)(=O)C. The product is [C:3]([O:26][C@@H:20]([C:4]1[C:3]([CH3:27])=[C:2]([F:1])[C:11]2[C:6](=[CH:7][CH:8]=[CH:9][CH:10]=2)[C:5]=1[O:12][S:13]([C:16]([F:17])([F:19])[F:18])(=[O:14])=[O:15])[C:21]([O:23][CH2:24][CH3:25])=[O:22])([CH3:27])([CH3:4])[CH3:2]. The yield is 0.810. (4) The reactants are [CH3:1][S:2]([N:5]1[CH2:10][CH2:9][C:8]2[N:11]([CH2:24][CH2:25][CH:26]=O)[N:12]=[C:13]([C:14]3[CH:19]=[CH:18][C:17]([C:20]([F:23])([F:22])[F:21])=[CH:16][CH:15]=3)[C:7]=2[CH2:6]1)(=[O:4])=[O:3].[Cl:28][C:29]1[CH:34]=[CH:33][CH:32]=[C:31]([N+:35]([O-:37])=[O:36])[C:30]=1[N:38]1[CH2:43][CH2:42][NH:41][CH2:40][CH2:39]1.S([O-])([O-])(=O)=O.[Na+].[Na+].C(O[BH-](OC(=O)C)OC(=O)C)(=O)C.[Na+]. The catalyst is C(Cl)Cl. The product is [Cl:28][C:29]1[CH:34]=[CH:33][CH:32]=[C:31]([N+:35]([O-:37])=[O:36])[C:30]=1[N:38]1[CH2:43][CH2:42][N:41]([CH2:26][CH2:25][CH2:24][N:11]2[C:8]3[CH2:9][CH2:10][N:5]([S:2]([CH3:1])(=[O:4])=[O:3])[CH2:6][C:7]=3[C:13]([C:14]3[CH:19]=[CH:18][C:17]([C:20]([F:23])([F:22])[F:21])=[CH:16][CH:15]=3)=[N:12]2)[CH2:40][CH2:39]1. The yield is 0.490. (5) The reactants are [O:1]1[CH:6]=[CH:5][CH2:4][CH2:3][CH2:2]1.C1(C)C=CC(S(O)(=O)=O)=CC=1.[OH:18][CH:19]1[CH2:23][CH2:22][N:21]([C:24]([O:26][CH2:27][C:28]2[CH:33]=[CH:32][CH:31]=[CH:30][CH:29]=2)=[O:25])[CH2:20]1. The catalyst is ClCCl. The product is [O:1]1[CH2:2][CH2:3][CH2:4][CH2:5][CH:6]1[O:18][CH:19]1[CH2:23][CH2:22][N:21]([C:24]([O:26][CH2:27][C:28]2[CH:33]=[CH:32][CH:31]=[CH:30][CH:29]=2)=[O:25])[CH2:20]1. The yield is 0.980. (6) The reactants are [N:1]1([C:7]2[N:12]=[CH:11][C:10]([C:13]3[CH:18]=[CH:17][CH:16]=[CH:15][N:14]=3)=[CH:9][CH:8]=2)[CH2:6][CH2:5][NH:4][CH2:3][CH2:2]1.[F:19][C:20]([F:31])([F:30])[C:21]1[CH:29]=[CH:28][CH:27]=[CH:26][C:22]=1[C:23](Cl)=[O:24]. No catalyst specified. The product is [N:14]1[CH:15]=[CH:16][CH:17]=[CH:18][C:13]=1[C:10]1[CH:11]=[N:12][C:7]([N:1]2[CH2:6][CH2:5][N:4]([C:23]([C:22]3[CH:26]=[CH:27][CH:28]=[CH:29][C:21]=3[C:20]([F:19])([F:30])[F:31])=[O:24])[CH2:3][CH2:2]2)=[CH:8][CH:9]=1. The yield is 0.200. (7) The catalyst is C1COCC1. The product is [CH3:33][O:32][C:30]1[CH:31]=[C:26]([CH2:25][CH2:24][C:14]2[CH:13]=[C:12]([NH:11][C:48](=[O:49])[C:47]3[CH:46]=[CH:45][C:44]([CH2:43][N:40]4[CH2:39][CH2:38][CH:37]([F:36])[CH2:42][CH2:41]4)=[CH:53][CH:52]=3)[NH:16][N:15]=2)[CH:27]=[C:28]([O:34][CH3:35])[CH:29]=1. The yield is 0.160. The reactants are C[Si]([N-][Si](C)(C)C)(C)C.[Na+].[NH2:11][C:12]1[N:16](C(OC(C)(C)C)=O)[N:15]=[C:14]([CH2:24][CH2:25][C:26]2[CH:31]=[C:30]([O:32][CH3:33])[CH:29]=[C:28]([O:34][CH3:35])[CH:27]=2)[CH:13]=1.[F:36][CH:37]1[CH2:42][CH2:41][N:40]([CH2:43][C:44]2[CH:53]=[CH:52][C:47]([C:48](OC)=[O:49])=[CH:46][CH:45]=2)[CH2:39][CH2:38]1. (8) The reactants are C1(P(C2C=CC=CC=2)C2C=CC=CC=2)C=CC=CC=1.C(OC([CH:27]1[CH2:32][NH:31][CH2:30][CH2:29][N:28]1[CH:33](O)[CH3:34])=O)(C)(C)C.CCOC(/N=N/C(OCC)=O)=O.O1CCCCC1[N:54]1[C:62]2[C:57](=[CH:58][C:59]([C:63]3[N:67]=[CH:66][N:65](C(C4C=CC=CC=4)(C4C=CC=CC=4)C4C=CC=CC=4)[N:64]=3)=[CH:60][CH:61]=2)[C:56]([C:87]2[CH:88]=[C:89]([OH:93])[CH:90]=[CH:91][CH:92]=2)=[N:55]1.Cl. The catalyst is O1CCCC1. The product is [NH:64]1[C:63]([C:59]2[CH:58]=[C:57]3[C:62](=[CH:61][CH:60]=2)[NH:54][N:55]=[C:56]3[C:87]2[CH:92]=[CH:91][CH:90]=[C:89]([O:93][CH2:34][CH2:33][N:28]3[CH2:27][CH2:32][NH:31][CH2:30][CH2:29]3)[CH:88]=2)=[N:67][CH:66]=[N:65]1. The yield is 0.520. (9) The reactants are C([O-])=O.[Na+].C(N(CC)CC)C.[Cl:12][C:13]1[CH:18]=[C:17]([NH:19][CH2:20][C:21]([CH3:23])=[CH2:22])[C:16](I)=[CH:15][N:14]=1. The catalyst is [Cl-].C([N+](CCCC)(CCCC)CCCC)CCC.C1(C)C=CC=CC=1.O.C([O-])(=O)C.[Pd+2].C([O-])(=O)C. The product is [Cl:12][C:13]1[N:14]=[CH:15][C:16]2[C:21]([CH3:23])([CH3:22])[CH2:20][NH:19][C:17]=2[CH:18]=1. The yield is 0.890. (10) The reactants are [C:1]([O:5][C:6]([NH:8][CH2:9][CH2:10][CH2:11][CH2:12][CH2:13][NH2:14])=[O:7])([CH3:4])([CH3:3])[CH3:2].C(N(CC)CC)C.[Cl:22][CH2:23][CH2:24][S:25](Cl)(=[O:27])=[O:26]. The catalyst is ClCCl. The product is [C:1]([O:5][C:6]([NH:8][CH2:9][CH2:10][CH2:11][CH2:12][CH2:13][NH:14][S:25]([CH2:24][CH2:23][Cl:22])(=[O:27])=[O:26])=[O:7])([CH3:4])([CH3:3])[CH3:2]. The yield is 1.00.